This data is from Full USPTO retrosynthesis dataset with 1.9M reactions from patents (1976-2016). The task is: Predict the reactants needed to synthesize the given product. (1) The reactants are: CC([N:5]([C@H:9]([CH2:19]O)[CH2:10][C:11]1[C:16]([F:17])=[CH:15][CH:14]=[CH:13][C:12]=1[F:18])[C:6](=[O:8])[O-:7])(C)C.[C:21]1(=[O:31])[NH:25][C:24](=[O:26])[C:23]2=[CH:27][CH:28]=[CH:29][CH:30]=[C:22]12.C1(P([C:45]2[CH:50]=[CH:49]C=CC=2)C2C=CC=CC=2)C=CC=CC=1.[CH3:51]COC(/N=N/C(OCC)=O)=O. Given the product [F:17][C:16]1[CH:15]=[CH:14][CH:13]=[C:12]([F:18])[C:11]=1[CH2:10][C@H:9]([NH:5][C:6](=[O:8])[O:7][C:50]([CH3:49])([CH3:45])[CH3:51])[CH2:19][N:25]1[C:21](=[O:31])[C:22]2[C:23](=[CH:27][CH:28]=[CH:29][CH:30]=2)[C:24]1=[O:26], predict the reactants needed to synthesize it. (2) Given the product [Br:1][C:2]1[CH:3]=[CH:4][C:5]([CH:8]([O:29][C:31]2[CH:40]=[CH:39][C:34]([C:35]([O:37][CH3:38])=[O:36])=[CH:33][CH:32]=2)[CH2:9][CH2:10][N:11]2[CH2:16][CH2:15][CH:14]([C:17]3[CH:22]=[CH:21][CH:20]=[C:19]([NH:23][C:24](=[O:28])[CH:25]([CH3:26])[CH3:27])[CH:18]=3)[CH2:13][CH2:12]2)=[CH:6][CH:7]=1, predict the reactants needed to synthesize it. The reactants are: [Br:1][C:2]1[CH:7]=[CH:6][C:5]([CH:8]([OH:29])[CH2:9][CH2:10][N:11]2[CH2:16][CH2:15][CH:14]([C:17]3[CH:18]=[C:19]([NH:23][C:24](=[O:28])[CH:25]([CH3:27])[CH3:26])[CH:20]=[CH:21][CH:22]=3)[CH2:13][CH2:12]2)=[CH:4][CH:3]=1.O[C:31]1[CH:40]=[CH:39][C:34]([C:35]([O:37][CH3:38])=[O:36])=[CH:33][CH:32]=1. (3) Given the product [Cl:1][C:2]1[N:7]=[C:6]([NH:17][CH2:18][C:19]([CH3:22])([OH:21])[CH3:20])[C:5]([F:9])=[CH:4][N:3]=1, predict the reactants needed to synthesize it. The reactants are: [Cl:1][C:2]1[N:7]=[C:6](Cl)[C:5]([F:9])=[CH:4][N:3]=1.C(NC(C)C)(C)C.[NH2:17][CH2:18][C:19]([CH3:22])([OH:21])[CH3:20]. (4) Given the product [OH:8][CH2:9][C:10]1[CH:15]=[CH:14][CH:13]=[C:12]([C:16]([O:19][CH3:20])([CH3:17])[CH3:18])[N:11]=1, predict the reactants needed to synthesize it. The reactants are: [Si]([O:8][CH2:9][C:10]1[CH:15]=[CH:14][CH:13]=[C:12]([C:16]([O:19][CH3:20])([CH3:18])[CH3:17])[N:11]=1)(C(C)(C)C)(C)C. (5) The reactants are: [C:1]([O:5][C:6]([NH:8][C@@H:9]([CH2:14][O:15][CH2:16][C@H:17]([O:36][CH2:37][CH2:38][CH3:39])[C@H:18]([C@@H:24]([O:26]CC1C=CC(OC)=CC=1)[CH3:25])[CH2:19][CH2:20][CH:21]([CH3:23])[CH3:22])[C:10]([O:12][CH3:13])=[O:11])=[O:7])([CH3:4])([CH3:3])[CH3:2].C(C1C(=O)C(Cl)=C(Cl)C(=O)C=1C#N)#N.[OH-].[Na+]. Given the product [C:1]([O:5][C:6]([NH:8][C@@H:9]([CH2:14][O:15][CH2:16][C@H:17]([O:36][CH2:37][CH2:38][CH3:39])[C@H:18]([C@@H:24]([OH:26])[CH3:25])[CH2:19][CH2:20][CH:21]([CH3:22])[CH3:23])[C:10]([O:12][CH3:13])=[O:11])=[O:7])([CH3:3])([CH3:2])[CH3:4], predict the reactants needed to synthesize it.